From a dataset of CYP1A2 inhibition data for predicting drug metabolism from PubChem BioAssay. Regression/Classification. Given a drug SMILES string, predict its absorption, distribution, metabolism, or excretion properties. Task type varies by dataset: regression for continuous measurements (e.g., permeability, clearance, half-life) or binary classification for categorical outcomes (e.g., BBB penetration, CYP inhibition). Dataset: cyp1a2_veith. (1) The drug is O=C(c1ccncc1)N1CCC[C@@]2(CCN(c3ccccc3)C2)C1. The result is 0 (non-inhibitor). (2) The compound is COc1cc(CCN)ccc1O. The result is 0 (non-inhibitor). (3) The compound is Cc1cccc(CNc2ncncc2-c2ccccc2C)c1. The result is 1 (inhibitor). (4) The result is 1 (inhibitor). The molecule is CN1CCN(c2cc(-c3ccc(N(C)C)cc3)ncn2)CC1. (5) The drug is COc1ccc2[nH]cc(CCNc3nc(-c4cccc(C#N)c4)nc4ccccc34)c2c1. The result is 1 (inhibitor). (6) The compound is CN(C)c1ccc(-c2ccc3ncnc(-n4ccnc4)c3c2)cc1. The result is 1 (inhibitor). (7) The compound is CN(CC(=O)O/N=C(\N)c1ccccn1)S(=O)(=O)c1ccccc1. The result is 0 (non-inhibitor). (8) The drug is O=C(c1cnccn1)N1CCC2(CC1)CCN(c1ccncc1)CC2. The result is 0 (non-inhibitor). (9) The drug is Cc1ccc(S(=O)(=O)N[C@H](CN)C(=O)O)cc1. The result is 0 (non-inhibitor). (10) The drug is C=C(CC1([C@@H](NP(=O)(c2ccccc2)c2ccccc2)[C@H]2C[C@@H]2CCN(C(=O)OCC)S(=O)(=O)c2ccc(C)cc2)CC1)c1ccccc1. The result is 0 (non-inhibitor).